This data is from Forward reaction prediction with 1.9M reactions from USPTO patents (1976-2016). The task is: Predict the product of the given reaction. (1) Given the reactants [Cl:1][C:2]1[N:3]=[CH:4][C:5]2[C:10](I)=[CH:9][N:8]([C:12]([CH3:22])([CH3:21])[CH2:13][O:14][CH:15]3[CH2:20][CH2:19][CH2:18][CH2:17][O:16]3)[C:6]=2[N:7]=1.[Li]CCCC.CON(C)[C:31]([C:33]1[CH:38]=[C:37]([Br:39])[CH:36]=[CH:35][N:34]=1)=[O:32], predict the reaction product. The product is: [Br:39][C:37]1[CH:36]=[CH:35][N:34]=[C:33]([C:31]([C:10]2[C:5]3[CH:4]=[N:3][C:2]([Cl:1])=[N:7][C:6]=3[N:8]([C:12]([CH3:22])([CH3:21])[CH2:13][O:14][CH:15]3[CH2:20][CH2:19][CH2:18][CH2:17][O:16]3)[CH:9]=2)=[O:32])[CH:38]=1. (2) The product is: [CH3:1][O:2][C:3]([C:4]1[CH:9]=[C:8]([C:35]2[CH:36]=[CH:37][C:32]([F:31])=[CH:33][CH:34]=2)[CH:7]=[CH:6][C:5]=1[O:11][CH2:12][CH2:13][C:14]1[N:15]=[C:16]([S:19][C:20]([CH3:29])([CH3:28])[C:21]([O:23][C:24]([CH3:27])([CH3:26])[CH3:25])=[O:22])[S:17][CH:18]=1)=[O:30]. Given the reactants [CH3:1][O:2][C:3](=[O:30])[C:4]1[CH:9]=[C:8](I)[CH:7]=[CH:6][C:5]=1[O:11][CH2:12][CH2:13][C:14]1[N:15]=[C:16]([S:19][C:20]([CH3:29])([CH3:28])[C:21]([O:23][C:24]([CH3:27])([CH3:26])[CH3:25])=[O:22])[S:17][CH:18]=1.[F:31][C:32]1[CH:37]=[CH:36][C:35](OB(O)O)=[CH:34][CH:33]=1.C(=O)([O-])[O-].[Na+].[Na+].O, predict the reaction product. (3) Given the reactants Br[CH2:2][C:3]1[CH:8]=[C:7]([C:9]([F:12])([F:11])[F:10])[CH:6]=[C:5]([C:13]([F:16])([F:15])[F:14])[CH:4]=1.[Cl:17][C:18]1[CH:23]=[CH:22][C:21]([C:24]2([C:28]([N:30]3[CH2:35][CH2:34][CH2:33][CH:32]([OH:36])[CH2:31]3)=O)[CH2:27][CH2:26][CH2:25]2)=[CH:20][CH:19]=1.CCOCC.[H-].[Al+3].[Li+].[H-].[H-].[H-], predict the reaction product. The product is: [F:14][C:13]([F:16])([F:15])[C:5]1[CH:4]=[C:3]([CH:8]=[C:7]([C:9]([F:12])([F:11])[F:10])[CH:6]=1)[CH2:2][O:36][CH:32]1[CH2:33][CH2:34][CH2:35][N:30]([CH2:28][C:24]2([C:21]3[CH:22]=[CH:23][C:18]([Cl:17])=[CH:19][CH:20]=3)[CH2:27][CH2:26][CH2:25]2)[CH2:31]1. (4) The product is: [F:1][CH:2]([C@H:7]1[C@H:8]([OH:17])[CH2:9][C@H:10]2[C@@H:11]1[O:12]2)[C:3]([O:5][CH3:6])=[O:4]. Given the reactants [F:1][CH:2]([C@H:7]1[C@H:11]([OH:12])[CH2:10][CH:9]=[CH:8]1)[C:3]([O:5][CH3:6])=[O:4].CC([O:17]O)(C)C, predict the reaction product. (5) Given the reactants [CH2:1]([C@@H:8]([CH2:12][CH2:13][C@H](CC1C=CC=CC=1)C(O)=O)[C:9](O)=[O:10])[C:2]1[CH:7]=[CH:6][CH:5]=[CH:4][CH:3]=1.[NH2:25][C@@H:26]1[C:32](=[O:33])[N:31]2[C@H:34]([C:38]([O:40][CH3:41])=[O:39])[CH2:35][CH2:36][CH2:37][C@@H:30]2[CH2:29][CH2:28][CH2:27]1, predict the reaction product. The product is: [CH2:1]([C@@H:8]([CH2:12][CH2:13][C@H:8]([CH2:1][C:2]1[CH:7]=[CH:6][CH:5]=[CH:4][CH:3]=1)[C:9]([NH:25][C@@H:26]1[C:32](=[O:33])[N:31]2[C@H:34]([C:38]([O:40][CH3:41])=[O:39])[CH2:35][CH2:36][CH2:37][C@@H:30]2[CH2:29][CH2:28][CH2:27]1)=[O:10])[C:9]([NH:25][C@@H:26]1[C:32](=[O:33])[N:31]2[C@H:34]([C:38]([O:40][CH3:41])=[O:39])[CH2:35][CH2:36][CH2:37][C@@H:30]2[CH2:29][CH2:28][CH2:27]1)=[O:10])[C:2]1[CH:3]=[CH:4][CH:5]=[CH:6][CH:7]=1. (6) Given the reactants N[CH:2]1[CH2:7][CH2:6][NH:5][CH2:4][CH2:3]1.[C:8]([O:11]C(=O)C)(=[O:10])C.C([O:17]CC)C, predict the reaction product. The product is: [C:6]([C:7]1[O:17][C:4]([C:8]([OH:11])=[O:10])=[CH:3][CH:2]=1)#[N:5]. (7) Given the reactants FC(F)(F)C(O)=O.[N:8]1([C:13]2[CH:18]=[CH:17][CH:16]=[CH:15][C:14]=2[OH:19])[CH:12]=[CH:11][CH:10]=[CH:9]1.[CH3:20][CH:21]1[CH2:26][C:25](=O)[CH2:24][CH2:23][N:22]1[C:28]([O:30][C:31]([CH3:34])([CH3:33])[CH3:32])=[O:29], predict the reaction product. The product is: [CH3:20][CH:21]1[CH2:26][C:25]2([O:19][C:14]3[CH:15]=[CH:16][CH:17]=[CH:18][C:13]=3[N:8]3[CH:9]=[CH:10][CH:11]=[C:12]23)[CH2:24][CH2:23][N:22]1[C:28]([O:30][C:31]([CH3:32])([CH3:34])[CH3:33])=[O:29]. (8) Given the reactants Cl.[NH:2]1[CH2:7][CH2:6][CH2:5][CH2:4][CH:3]1[CH2:8][CH2:9][CH2:10][C:11]([OH:13])=[O:12].C([O-])([O-])=O.[K+].[K+].[C:20](O[C:20]([O:22][C:23]([CH3:26])([CH3:25])[CH3:24])=[O:21])([O:22][C:23]([CH3:26])([CH3:25])[CH3:24])=[O:21], predict the reaction product. The product is: [C:23]([O:22][C:20]([N:2]1[CH2:7][CH2:6][CH2:5][CH2:4][CH:3]1[CH2:8][CH2:9][CH2:10][C:11]([OH:13])=[O:12])=[O:21])([CH3:26])([CH3:25])[CH3:24]. (9) The product is: [Cl:39][C:23]1[C:24]([NH:26][C:27]2[C:37]([F:38])=[CH:36][CH:35]=[CH:34][C:28]=2[C:29]([NH:31][CH2:32][CH3:33])=[O:30])=[N:25][C:20]([NH:1][C:2]2[CH:18]=[CH:17][C:5]3[CH2:6][CH2:7][N:8]([CH2:11][C:12](=[O:13])[N:14]([CH3:15])[CH3:16])[CH2:9][CH2:10][C:4]=3[CH:3]=2)=[N:21][CH:22]=1. Given the reactants [NH2:1][C:2]1[CH:18]=[CH:17][C:5]2[CH2:6][CH2:7][N:8]([CH2:11][C:12]([N:14]([CH3:16])[CH3:15])=[O:13])[CH2:9][CH2:10][C:4]=2[CH:3]=1.Cl[C:20]1[N:25]=[C:24]([NH:26][C:27]2[C:37]([F:38])=[CH:36][CH:35]=[CH:34][C:28]=2[C:29]([NH:31][CH2:32][CH3:33])=[O:30])[C:23]([Cl:39])=[CH:22][N:21]=1, predict the reaction product. (10) Given the reactants [CH3:1][C:2]1([CH3:12])[O:6][C@H:5]([CH2:7][C:8]([OH:10])=O)[C:4](=[O:11])[O:3]1.C1C=CC2N(O)N=NC=2C=1.C(Cl)CCl.Cl.Cl.[F:29][C:30]1[CH:35]=[CH:34][C:33]([N:36]2[CH2:41][CH2:40][NH:39][CH2:38][CH2:37]2)=[CH:32][CH:31]=1, predict the reaction product. The product is: [F:29][C:30]1[CH:31]=[CH:32][C:33]([N:36]2[CH2:41][CH2:40][N:39]([C:8](=[O:10])[CH2:7][C@H:5]3[O:6][C:2]([CH3:1])([CH3:12])[O:3][C:4]3=[O:11])[CH2:38][CH2:37]2)=[CH:34][CH:35]=1.